From a dataset of Reaction yield outcomes from USPTO patents with 853,638 reactions. Predict the reaction yield, written as a fraction of the theoretical maximum amount of product (1.0 means a 100% yield; for example, 0.34 means a 34% yield). (1) The reactants are Br[C:2]1[C:11]2[CH2:10][CH2:9][CH2:8][CH2:7][C:6]=2[CH:5]=[CH:4][C:3]=1[O:12][C:13](=[O:20])[C:14]1[CH:19]=[CH:18][CH:17]=[CH:16][CH:15]=1.[CH:21]1(B(O)O)[CH2:23][CH2:22]1.[F-].[Cs+]. The catalyst is O1CCOCC1. The product is [CH:21]1([C:2]2[C:11]3[CH2:10][CH2:9][CH2:8][CH2:7][C:6]=3[CH:5]=[CH:4][C:3]=2[O:12][C:13](=[O:20])[C:14]2[CH:19]=[CH:18][CH:17]=[CH:16][CH:15]=2)[CH2:23][CH2:22]1. The yield is 0.880. (2) The reactants are Br[C:2]1[CH:36]=[CH:35][C:5]([C:6]([NH:8][S:9]([C:12]2[CH:17]=[CH:16][C:15]([CH2:18][O:19][Si:20]([C:23]([CH3:26])([CH3:25])[CH3:24])([CH3:22])[CH3:21])=[CH:14][C:13]=2[S:27](=[O:34])(=[O:33])[NH:28][C:29]([CH3:32])([CH3:31])[CH3:30])(=[O:11])=[O:10])=[O:7])=[CH:4][CH:3]=1.[O:37]1[C:41]2[CH:42]=[CH:43][CH:44]=[CH:45][C:40]=2[CH:39]=[C:38]1B(O)O.C(=O)([O-])[O-].[K+].[K+]. The catalyst is O1CCCC1.O.C1C=CC(P(C2C=CC=CC=2)[C-]2C=CC=C2)=CC=1.C1C=CC(P(C2C=CC=CC=2)[C-]2C=CC=C2)=CC=1.Cl[Pd]Cl.[Fe+2]. The product is [O:37]1[C:41]2[CH:42]=[CH:43][CH:44]=[CH:45][C:40]=2[CH:39]=[C:38]1[C:2]1[CH:3]=[CH:4][C:5]([C:6]([NH:8][S:9]([C:12]2[CH:17]=[CH:16][C:15]([CH2:18][O:19][Si:20]([C:23]([CH3:24])([CH3:25])[CH3:26])([CH3:22])[CH3:21])=[CH:14][C:13]=2[S:27](=[O:33])(=[O:34])[NH:28][C:29]([CH3:30])([CH3:32])[CH3:31])(=[O:11])=[O:10])=[O:7])=[CH:35][CH:36]=1. The yield is 0.250.